From a dataset of Reaction yield outcomes from USPTO patents with 853,638 reactions. Predict the reaction yield, written as a fraction of the theoretical maximum amount of product (1.0 means a 100% yield; for example, 0.34 means a 34% yield). (1) The reactants are [Cl:1][C:2]1[C:7]([C:8](OCC)=[O:9])=[CH:6][N:5]=[C:4]([S:13][CH3:14])[N:3]=1.CC(C[AlH]CC(C)C)C.O.Cl. The catalyst is C1COCC1. The product is [Cl:1][C:2]1[C:7]([CH2:8][OH:9])=[CH:6][N:5]=[C:4]([S:13][CH3:14])[N:3]=1. The yield is 0.600. (2) The reactants are [OH:1][CH:2]1[C:11]2[C:6](=[CH:7][CH:8]=[CH:9][C:10]=2[N+:12]([O-])=O)[N:5]=[CH:4][N:3]1[CH2:15][CH2:16][CH2:17][CH2:18][CH3:19]. The catalyst is CCOC(C)=O.CO.[Pt]. The product is [NH2:12][C:10]1[CH:9]=[CH:8][CH:7]=[C:6]2[C:11]=1[CH:2]([OH:1])[N:3]([CH2:15][CH2:16][CH2:17][CH2:18][CH3:19])[CH:4]=[N:5]2. The yield is 0.740.